Dataset: Reaction yield outcomes from USPTO patents with 853,638 reactions. Task: Predict the reaction yield, written as a fraction of the theoretical maximum amount of product (1.0 means a 100% yield; for example, 0.34 means a 34% yield). The reactants are [C:1]([C:5]1[CH:9]=[CH:8][NH:7][N:6]=1)([CH3:4])([CH3:3])[CH3:2].Cl[C:11]1[CH:16]=[CH:15][C:14]([C:17]([F:20])([F:19])[F:18])=[CH:13][N:12]=1.[OH-].[Na+].Cl. The catalyst is C1(C)C=CC=CC=1.O.CN1CCCC1=O. The product is [C:1]([C:5]1[CH:9]=[CH:8][N:7]([C:11]2[CH:16]=[CH:15][C:14]([C:17]([F:20])([F:19])[F:18])=[CH:13][N:12]=2)[N:6]=1)([CH3:4])([CH3:3])[CH3:2]. The yield is 0.870.